From a dataset of Catalyst prediction with 721,799 reactions and 888 catalyst types from USPTO. Predict which catalyst facilitates the given reaction. (1) Reactant: C([NH:18][C@H:19]([C:30]([OH:32])=[O:31])[CH2:20][C:21]1[CH:26]=[CH:25][C:24]([C:27](=[O:29])[CH3:28])=[CH:23][CH:22]=1)(OCC1C2C(=CC=CC=2)C2C1=CC=CC=2)=O.N1CCCCC1. Product: [C:27]([C:24]1[CH:25]=[CH:26][C:21]([CH2:20][C@@H:19]([C:30]([OH:32])=[O:31])[NH2:18])=[CH:22][CH:23]=1)(=[O:29])[CH3:28]. The catalyst class is: 6. (2) Reactant: Br[C:2]1[CH:7]=[CH:6][C:5]([Br:8])=[CH:4][N:3]=1.[I:9][C:10]1[N:11]=[CH:12][NH:13][CH:14]=1.C(=O)([O-])[O-].[K+].[K+].O. Product: [Br:8][C:5]1[CH:6]=[CH:7][C:2]([N:13]2[CH:14]=[C:10]([I:9])[N:11]=[CH:12]2)=[N:3][CH:4]=1. The catalyst class is: 60. (3) Reactant: [F:1][C:2]([F:8])([F:7])[S:3](Cl)(=[O:5])=[O:4].Cl.[CH3:10][O:11][C:12](=[O:17])[CH2:13][CH2:14][CH2:15][NH2:16].C(N(CC)CC)C.Cl. Product: [CH3:10][O:11][C:12](=[O:17])[CH2:13][CH2:14][CH2:15][NH:16][S:3]([C:2]([F:8])([F:7])[F:1])(=[O:5])=[O:4]. The catalyst class is: 4. (4) Reactant: Br[C:2]1[O:6][C:5]([CH3:7])=[C:4]([C:8]([O:10][CH3:11])=[O:9])[CH:3]=1.[F:12][C:13]1[CH:18]=[CH:17][C:16](B(O)O)=[CH:15][N:14]=1.C(=O)([O-])[O-].[Na+].[Na+].COCCOC. Product: [F:12][C:13]1[N:14]=[CH:15][C:16]([C:2]2[O:6][C:5]([CH3:7])=[C:4]([C:8]([O:10][CH3:11])=[O:9])[CH:3]=2)=[CH:17][CH:18]=1. The catalyst class is: 103.